The task is: Regression. Given a peptide amino acid sequence and an MHC pseudo amino acid sequence, predict their binding affinity value. This is MHC class II binding data.. This data is from Peptide-MHC class II binding affinity with 134,281 pairs from IEDB. (1) The peptide sequence is ALTLKGTSYKICTDK. The MHC is DRB1_0802 with pseudo-sequence DRB1_0802. The binding affinity (normalized) is 0.347. (2) The peptide sequence is ENALSLLDKIYTSPLC. The MHC is DRB1_0301 with pseudo-sequence DRB1_0301. The binding affinity (normalized) is 0.286. (3) The peptide sequence is STTVSTEQNVPDPQV. The MHC is HLA-DQA10101-DQB10501 with pseudo-sequence HLA-DQA10101-DQB10501. The binding affinity (normalized) is 0.0187. (4) The peptide sequence is LAARTLLAAADELVG. The binding affinity (normalized) is 0.365. The MHC is DRB1_0701 with pseudo-sequence DRB1_0701. (5) The peptide sequence is AAESSSKAALTSKLD. The MHC is DRB1_0802 with pseudo-sequence DRB1_0802. The binding affinity (normalized) is 0.0727. (6) The MHC is DRB1_0901 with pseudo-sequence DRB1_0901. The peptide sequence is APYHFDLSGHAFGAM. The binding affinity (normalized) is 0.592. (7) The peptide sequence is EKKQFAATQFEPLAA. The MHC is HLA-DPA10103-DPB10601 with pseudo-sequence HLA-DPA10103-DPB10601. The binding affinity (normalized) is 1.000.